Dataset: Forward reaction prediction with 1.9M reactions from USPTO patents (1976-2016). Task: Predict the product of the given reaction. (1) The product is: [CH2:3]([CH:4]1[CH2:5][CH:6]([CH2:13][N+:10]([O-:12])=[O:11])[CH2:7][C:8]1=[O:9])[CH:2]=[CH2:1]. Given the reactants [CH2:1]=[CH:2][CH2:3][CH:4]1[C:8](=[O:9])[CH:7]=[CH:6][CH2:5]1.[N+:10]([CH3:13])([O-:12])=[O:11], predict the reaction product. (2) The product is: [Cl:1][C:2]1[CH:3]=[C:4]([C:9]2[C:21]([CH3:22])=[CH:20][C:12]([C:13]([NH:15][S:16]([CH3:19])(=[O:18])=[O:17])=[O:14])=[C:11]([F:23])[CH:10]=2)[CH:5]=[N:6][C:7]=1[C:27]1[CH:26]=[C:25]([F:24])[CH:30]=[C:29]([F:31])[CH:28]=1. Given the reactants [Cl:1][C:2]1[CH:3]=[C:4]([C:9]2[C:21]([CH3:22])=[CH:20][C:12]([C:13]([NH:15][S:16]([CH3:19])(=[O:18])=[O:17])=[O:14])=[C:11]([F:23])[CH:10]=2)[CH:5]=[N:6][C:7]=1Cl.[F:24][C:25]1[CH:26]=[C:27](B(O)O)[CH:28]=[C:29]([F:31])[CH:30]=1.C(=O)([O-])[O-].[K+].[K+], predict the reaction product. (3) Given the reactants Br[C:2]1[N:6]([CH:7]([CH3:9])[CH3:8])[C:5]2[CH:10]([C:22]3[CH:27]=[CH:26][C:25]([Cl:28])=[CH:24][CH:23]=3)[N:11]([CH:14]3[CH2:19][CH2:18][C:17](=[O:20])[N:16]([CH3:21])[CH2:15]3)[C:12](=[O:13])[C:4]=2[CH:3]=1.[CH3:29][O:30][C:31]1[C:36](B2OC(C)(C)C(C)(C)O2)=[CH:35][N:34]=[C:33]([NH2:46])[N:32]=1.BrC1N(C(C)C)C2C(C3C=CC(Cl)=CC=3)N(C3C=C(Cl)C=CC=3C)C(=O)C=2C=1.C(C1C=CC(OC)=C(B(O)O)C=1)#N, predict the reaction product. The product is: [NH2:46][C:33]1[N:32]=[C:31]([O:30][CH3:29])[C:36]([C:2]2[N:6]([CH:7]([CH3:9])[CH3:8])[C:5]3[CH:10]([C:22]4[CH:23]=[CH:24][C:25]([Cl:28])=[CH:26][CH:27]=4)[N:11]([CH:14]4[CH2:19][CH2:18][C:17](=[O:20])[N:16]([CH3:21])[CH2:15]4)[C:12](=[O:13])[C:4]=3[CH:3]=2)=[CH:35][N:34]=1. (4) Given the reactants [CH3:1][O:2][C:3]1[CH:8]=[CH:7][C:6]([OH:9])=[CH:5][CH:4]=1.[F:10][C:11]1[CH:12]=[C:13]([CH:16]=[CH:17][C:18]=1F)[CH:14]=[O:15], predict the reaction product. The product is: [F:10][C:11]1[CH:12]=[C:13]([CH:16]=[CH:17][C:18]=1[O:9][C:6]1[CH:7]=[CH:8][C:3]([O:2][CH3:1])=[CH:4][CH:5]=1)[CH:14]=[O:15]. (5) Given the reactants Cl[C:2]1[C:11]2[C:6](=[CH:7][CH:8]=[C:9]([O:12][CH2:13][CH2:14][CH2:15][N:16]3[CH2:21][CH2:20][O:19][CH2:18][CH2:17]3)[N:10]=2)[N:5]=[CH:4][C:3]=1[C:22]#[N:23].[NH2:24][C:25]1[CH:30]=[C:29]([OH:31])[C:28]([CH3:32])=[CH:27][CH:26]=1.Cl.N1C=CC=CC=1, predict the reaction product. The product is: [OH:31][C:29]1[CH:30]=[C:25]([NH:24][C:2]2[C:11]3[C:6](=[CH:7][CH:8]=[C:9]([O:12][CH2:13][CH2:14][CH2:15][N:16]4[CH2:21][CH2:20][O:19][CH2:18][CH2:17]4)[N:10]=3)[N:5]=[CH:4][C:3]=2[C:22]#[N:23])[CH:26]=[CH:27][C:28]=1[CH3:32]. (6) The product is: [Br:16][C:17]1[CH:22]=[C:21]([NH:1][CH2:2][CH:3]2[CH2:8][CH2:7][CH2:6][N:5]([C:9]([O:11][C:12]([CH3:15])([CH3:14])[CH3:13])=[O:10])[CH2:4]2)[C:20]([N+:24]([O-:26])=[O:25])=[CH:19][N:18]=1. Given the reactants [NH2:1][CH2:2][CH:3]1[CH2:8][CH2:7][CH2:6][N:5]([C:9]([O:11][C:12]([CH3:15])([CH3:14])[CH3:13])=[O:10])[CH2:4]1.[Br:16][C:17]1[CH:22]=[C:21](Cl)[C:20]([N+:24]([O-:26])=[O:25])=[CH:19][N:18]=1.C(N(CC)CC)C, predict the reaction product. (7) Given the reactants S(=O)(=O)(O)O.[NH2:6][C:7]1[N:12]=[C:11]([NH:13][C@@H:14]([CH2:17][CH2:18][CH3:19])[CH2:15][OH:16])[C:10]([CH2:20][C:21]2[CH:26]=[CH:25][C:24]([CH2:27][C:28]([OH:30])=[O:29])=[CH:23][C:22]=2[O:31][CH3:32])=[C:9]([CH3:33])[N:8]=1.[C:34]([O-])(O)=O.[Na+], predict the reaction product. The product is: [NH2:6][C:7]1[N:12]=[C:11]([NH:13][C@@H:14]([CH2:17][CH2:18][CH3:19])[CH2:15][OH:16])[C:10]([CH2:20][C:21]2[CH:26]=[CH:25][C:24]([CH2:27][C:28]([O:30][CH3:34])=[O:29])=[CH:23][C:22]=2[O:31][CH3:32])=[C:9]([CH3:33])[N:8]=1.